Regression. Given a peptide amino acid sequence and an MHC pseudo amino acid sequence, predict their binding affinity value. This is MHC class I binding data. From a dataset of Peptide-MHC class I binding affinity with 185,985 pairs from IEDB/IMGT. The binding affinity (normalized) is 0.597. The peptide sequence is GAMTNRAFI. The MHC is H-2-Kb with pseudo-sequence H-2-Kb.